From a dataset of TCR-epitope binding with 47,182 pairs between 192 epitopes and 23,139 TCRs. Binary Classification. Given a T-cell receptor sequence (or CDR3 region) and an epitope sequence, predict whether binding occurs between them. (1) The epitope is FQPTNGVGY. The TCR CDR3 sequence is CASSQERTLGFSTDTQYF. Result: 0 (the TCR does not bind to the epitope). (2) The epitope is SEISMDNSPNL. The TCR CDR3 sequence is CASSGLASRTDTQYF. Result: 1 (the TCR binds to the epitope).